This data is from Forward reaction prediction with 1.9M reactions from USPTO patents (1976-2016). The task is: Predict the product of the given reaction. The product is: [F:1][C:2]1[C:11]([CH:12]=[O:13])=[N:10][C:9]2[NH:8][C:7](=[O:14])[CH2:6][S:5][C:4]=2[CH:3]=1. Given the reactants [F:1][C:2]1[C:11]([CH2:12][OH:13])=[N:10][C:9]2[NH:8][C:7](=[O:14])[CH2:6][S:5][C:4]=2[CH:3]=1.C1COCC1, predict the reaction product.